From a dataset of Reaction yield outcomes from USPTO patents with 853,638 reactions. Predict the reaction yield, written as a fraction of the theoretical maximum amount of product (1.0 means a 100% yield; for example, 0.34 means a 34% yield). The reactants are [CH:1]([O:8][CH2:9][CH3:10])(OCC)OCC.C(O[C@@H:20]1[C@H:26]2[C@H:27]3[C@H:36]([CH2:37][CH2:38][C@:23]2([CH2:24][CH3:25])[C:22](=[O:40])[CH2:21]1)[C@@H:35]1[C:30](=[CH:31]C(=O)[CH2:33][CH2:34]1)[CH2:29][CH2:28]3)(=O)C1C=CC=CC=1.C(N(CC)CC)C.O. The catalyst is CCO.C1(C)C=CC(S(O)(=O)=O)=CC=1. The product is [CH2:9]([O:8][C:1]1[CH2:33][CH2:34][C@H:35]2[C:30](=[CH:29][CH2:28][C@@H:27]3[C@@H:36]2[CH2:37][CH2:38][C@@:23]2([CH2:24][CH3:25])[C@H:26]3[CH:20]=[CH:21][C:22]2=[O:40])[CH:31]=1)[CH3:10]. The yield is 0.500.